Dataset: Catalyst prediction with 721,799 reactions and 888 catalyst types from USPTO. Task: Predict which catalyst facilitates the given reaction. (1) Reactant: [C:1]1([CH2:11][CH2:12][O:13][CH2:14][CH2:15][N:16]2[CH2:21][CH2:20][CH:19]([OH:22])[CH2:18][CH2:17]2)[C:10]2[CH2:9][CH2:8][CH2:7][CH2:6][C:5]=2[CH:4]=[CH:3][CH:2]=1.C[N+]1([O-])CCOCC1. Product: [OH2:13].[C:1]1([CH2:11][CH2:12][O:13][CH2:14][CH2:15][N:16]2[CH2:21][CH2:20][C:19](=[O:22])[CH2:18][CH2:17]2)[C:10]2[CH2:9][CH2:8][CH2:7][CH2:6][C:5]=2[CH:4]=[CH:3][CH:2]=1. The catalyst class is: 862. (2) Reactant: [OH:1][C:2]1[NH:7][C:6](=[O:8])[N:5]([CH2:9][C:10]2[CH:15]=[CH:14][CH:13]=[CH:12][CH:11]=2)[C:4](=[O:16])[C:3]=1[C:17]([NH:19][CH2:20][C:21]([O:23]CC)=[O:22])=[O:18].[CH3:26][O:27][C:28]1[CH:29]=[C:30]([CH:33]=[CH:34][CH:35]=1)[CH2:31]Br.C(=O)([O-])[O-].[Na+].[Na+].Cl. Product: [OH:1][C:2]1[N:7]([CH2:31][C:30]2[CH:33]=[CH:34][CH:35]=[C:28]([O:27][CH3:26])[CH:29]=2)[C:6](=[O:8])[N:5]([CH2:9][C:10]2[CH:15]=[CH:14][CH:13]=[CH:12][CH:11]=2)[C:4](=[O:16])[C:3]=1[C:17]([NH:19][CH2:20][C:21]([OH:23])=[O:22])=[O:18]. The catalyst class is: 9. (3) Reactant: [Br:1][C:2]1[CH:12]=[CH:11][C:5]2[O:6][C:7]([F:10])([F:9])[O:8][C:4]=2[C:3]=1[Cl:13].[N+:14]([O-])([OH:16])=[O:15]. Product: [N+:14]([C:12]1[C:2]([Br:1])=[C:3]([Cl:13])[C:4]2[O:8][C:7]([F:10])([F:9])[O:6][C:5]=2[CH:11]=1)([O-:16])=[O:15]. The catalyst class is: 65. (4) Reactant: [CH3:1][C:2]1[N:7]=[C:6]([CH:8]([NH:14][C:15]2[CH:28]=[CH:27][C:26]3[S:25][C:24]4[C:19](=[CH:20][CH:21]=[CH:22][C:23]=4[C:29]4[NH:30][C:31](=[O:41])[CH:32]=[C:33]([N:35]5[CH2:40][CH2:39][O:38][CH2:37][CH2:36]5)[CH:34]=4)[S:18][C:17]=3[CH:16]=2)[CH2:9][NH:10][C:11](=O)[CH3:12])[CH:5]=[CH:4][CH:3]=1.C(=O)([O-])O.[Na+].[Cl-].[Na+]. Product: [CH2:11]([NH:10][CH2:9][CH:8]([NH:14][C:15]1[CH:16]=[C:17]2[C:26](=[CH:27][CH:28]=1)[S:25][C:24]1[C:23]([C:29]3[NH:30][C:31](=[O:41])[CH:32]=[C:33]([N:35]4[CH2:36][CH2:37][O:38][CH2:39][CH2:40]4)[CH:34]=3)=[CH:22][CH:21]=[CH:20][C:19]=1[S:18]2)[C:6]1[CH:5]=[CH:4][CH:3]=[C:2]([CH3:1])[N:7]=1)[CH3:12]. The catalyst class is: 7. (5) Reactant: [C:1]([C:5]1[CH:6]=[C:7]([NH:32][C:33]([NH:35][C@@H:36]2[C:45]3[C:40](=[CH:41][CH:42]=[CH:43][CH:44]=3)[C@H:39]([O:46][C:47]3[CH:48]=[CH:49][C:50]4[N:51]([C:53]([N:56]5[CH2:61][CH2:60][CH2:59][CH2:58][C@@H:57]5[CH3:62])=[N:54][N:55]=4)[CH:52]=3)[CH2:38][CH2:37]2)=[O:34])[N:8]([C:10]2[CH:15]=[CH:14][C:13]([CH2:16][O:17][Si:18]([CH:25]([CH3:27])[CH3:26])([CH:22]([CH3:24])[CH3:23])[CH:19]([CH3:21])[CH3:20])=[C:12]([O:28][CH2:29][CH2:30][OH:31])[CH:11]=2)[N:9]=1)([CH3:4])([CH3:3])[CH3:2].[CH3:63][S:64](Cl)(=[O:66])=[O:65].CCN(C(C)C)C(C)C. Product: [C:1]([C:5]1[CH:6]=[C:7]([NH:32][C:33]([NH:35][C@@H:36]2[C:45]3[C:40](=[CH:41][CH:42]=[CH:43][CH:44]=3)[C@H:39]([O:46][C:47]3[CH:48]=[CH:49][C:50]4[N:51]([C:53]([N:56]5[CH2:61][CH2:60][CH2:59][CH2:58][C@@H:57]5[CH3:62])=[N:54][N:55]=4)[CH:52]=3)[CH2:38][CH2:37]2)=[O:34])[N:8]([C:10]2[CH:15]=[CH:14][C:13]([CH2:16][O:17][Si:18]([CH:25]([CH3:27])[CH3:26])([CH:22]([CH3:24])[CH3:23])[CH:19]([CH3:20])[CH3:21])=[C:12]([CH:11]=2)[O:28][CH2:29][CH2:30][O:31][S:64]([CH3:63])(=[O:66])=[O:65])[N:9]=1)([CH3:4])([CH3:3])[CH3:2]. The catalyst class is: 2. (6) Reactant: CCN(C(C)C)C(C)C.[Br:10][C:11]1[CH:19]=[CH:18][C:14]([C:15]([OH:17])=O)=[CH:13][CH:12]=1.CN(C(ON1N=NC2C=CC=CC1=2)=[N+](C)C)C.[B-](F)(F)(F)F.[CH3:42][NH:43][C@@H:44]([CH2:51][CH3:52])[CH2:45][N:46]1[CH2:49][CH:48]([OH:50])[CH2:47]1. Product: [Br:10][C:11]1[CH:12]=[CH:13][C:14]([C:15]([N:43]([C@@H:44]([CH2:51][CH3:52])[CH2:45][N:46]2[CH2:47][CH:48]([OH:50])[CH2:49]2)[CH3:42])=[O:17])=[CH:18][CH:19]=1. The catalyst class is: 1. (7) Reactant: [CH2:1]([O:8][C:9](=[O:15])[C:10]([CH3:14])([CH3:13])[CH:11]=O)[C:2]1[CH:7]=[CH:6][CH:5]=[CH:4][CH:3]=1.[NH:16]1[CH2:21][CH2:20][CH2:19][CH2:18][CH2:17]1.C(O[BH-](OC(=O)C)OC(=O)C)(=O)C.[Na+]. Product: [CH2:1]([O:8][C:9](=[O:15])[C:10]([CH3:14])([CH3:13])[CH2:11][N:16]1[CH2:21][CH2:20][CH2:19][CH2:18][CH2:17]1)[C:2]1[CH:7]=[CH:6][CH:5]=[CH:4][CH:3]=1. The catalyst class is: 2. (8) Reactant: [N+:1]([C:4]1[CH:9]=[CH:8][C:7]([C:10]2[CH:15]=[CH:14][C:13]([S:16](Cl)(=[O:18])=[O:17])=[CH:12][CH:11]=2)=[CH:6][CH:5]=1)([O-:3])=[O:2].[NH2:20][C:21]1[S:22][CH:23]=[CH:24][N:25]=1. Product: [S:22]1[CH:23]=[CH:24][N:25]=[C:21]1[NH:20][S:16]([C:13]1[CH:14]=[CH:15][C:10]([C:7]2[CH:8]=[CH:9][C:4]([N+:1]([O-:3])=[O:2])=[CH:5][CH:6]=2)=[CH:11][CH:12]=1)(=[O:18])=[O:17]. The catalyst class is: 17.